From a dataset of Forward reaction prediction with 1.9M reactions from USPTO patents (1976-2016). Predict the product of the given reaction. (1) Given the reactants [CH2:1]([N:8]1[CH2:14][CH2:13][CH2:12][CH:11]([NH2:15])[CH2:10][CH2:9]1)[C:2]1[CH:7]=[CH:6][CH:5]=[CH:4][CH:3]=1.C(N(CC)CC)C.[C:23](O[C:23]([O:25][C:26]([CH3:29])([CH3:28])[CH3:27])=[O:24])([O:25][C:26]([CH3:29])([CH3:28])[CH3:27])=[O:24], predict the reaction product. The product is: [CH2:1]([N:8]1[CH2:14][CH2:13][CH2:12][CH:11]([NH:15][C:23](=[O:24])[O:25][C:26]([CH3:29])([CH3:28])[CH3:27])[CH2:10][CH2:9]1)[C:2]1[CH:3]=[CH:4][CH:5]=[CH:6][CH:7]=1. (2) Given the reactants [C:12]([O:11][C:9](O[C:9]([O:11][C:12]([CH3:15])([CH3:14])[CH3:13])=[O:10])=[O:10])([CH3:15])([CH3:14])[CH3:13].[CH2:16]([NH2:19])[CH2:17][NH2:18], predict the reaction product. The product is: [NH2:18][CH2:17][CH2:16][NH:19][C:9]([O:11][C:12]([CH3:13])([CH3:14])[CH3:15])=[O:10]. (3) Given the reactants [CH:1]1([N:7]([C@H:21]2[CH2:26][CH2:25][C@H:24]([CH2:27][O:28][CH3:29])[CH2:23][CH2:22]2)[C:8](=[O:20])[NH:9][C:10]2[S:11][C:12]([S:15][CH2:16]C(O)=O)=[CH:13][N:14]=2)[CH2:6][CH2:5][CH2:4][CH2:3][CH2:2]1.[CH:30]1(N[C@H]2CCC[C@H](COC)CC2)CCCCC1.C([O:49][C:50](=[O:60])[CH:51](SC1SC(N)=NC=1)C)C, predict the reaction product. The product is: [CH:1]1([N:7]([C@H:21]2[CH2:22][CH2:23][C@H:24]([CH2:27][O:28][CH3:29])[CH2:25][CH2:26]2)[C:8](=[O:20])[NH:9][C:10]2[S:11][C:12]([S:15][CH2:16][CH2:51][C:50]([OH:60])=[O:49])=[CH:13][N:14]=2)[CH2:6][CH2:5][CH2:4][CH2:30][CH2:3][CH2:2]1. (4) Given the reactants [CH3:1][O:2][C:3]1[CH:17]=[CH:16][C:6]([C:7]([O:9][CH2:10][C:11]2([CH2:14]Br)[CH2:13][CH2:12]2)=[O:8])=[CH:5][CH:4]=1.[C-:18]#[N:19].[K+].C(=O)(O)[O-].[Na+], predict the reaction product. The product is: [CH3:1][O:2][C:3]1[CH:17]=[CH:16][C:6]([C:7]([O:9][CH2:10][C:11]2([CH2:14][C:18]#[N:19])[CH2:13][CH2:12]2)=[O:8])=[CH:5][CH:4]=1.